Dataset: Full USPTO retrosynthesis dataset with 1.9M reactions from patents (1976-2016). Task: Predict the reactants needed to synthesize the given product. (1) Given the product [C:30]1([CH:7]([C:1]2[CH:6]=[CH:5][CH:4]=[CH:3][CH:2]=2)[N:8]2[C:16]3[C:11](=[CH:12][CH:13]=[CH:14][CH:15]=3)[CH:10]([C:17]3[CH:26]=[C:25]4[C:20]([CH2:21][CH2:22][CH2:23][O:24]4)=[CH:19][C:18]=3[OH:27])[C:9]2=[O:29])[CH:31]=[CH:32][CH:33]=[CH:34][CH:35]=1, predict the reactants needed to synthesize it. The reactants are: [C:1]1([CH:7]([C:30]2[CH:35]=[CH:34][CH:33]=[CH:32][CH:31]=2)[N:8]2[C:16]3[C:11](=[CH:12][CH:13]=[CH:14][CH:15]=3)[C:10](O)([C:17]3[CH:26]=[C:25]4[C:20]([CH2:21][CH2:22][CH2:23][O:24]4)=[CH:19][C:18]=3[OH:27])[C:9]2=[O:29])[CH:6]=[CH:5][CH:4]=[CH:3][CH:2]=1.C([SiH](CC)CC)C.FC(F)(F)C(O)=O. (2) The reactants are: C(O[C:4]([C:6]1[C:7]([O:27]C(=O)C)=[C:8]2[C:16]([Cl:17])=[CH:15][N:14]([CH2:18][C:19]3[CH:24]=[CH:23][C:22]([O:25][CH3:26])=[CH:21][CH:20]=3)[C:9]2=[C:10]([C:12]#[N:13])[N:11]=1)=[O:5])C.[NH2:31][CH2:32][C:33]([OH:35])=[O:34].C[O-].[Na+].CO. Given the product [Cl:17][C:16]1[C:8]2[C:9](=[C:10]([C:12]#[N:13])[N:11]=[C:6]([C:4]([NH:31][CH2:32][C:33]([OH:35])=[O:34])=[O:5])[C:7]=2[OH:27])[N:14]([CH2:18][C:19]2[CH:20]=[CH:21][C:22]([O:25][CH3:26])=[CH:23][CH:24]=2)[CH:15]=1, predict the reactants needed to synthesize it. (3) Given the product [CH3:20][C:13]1([C:11]([C:10]2[C:4]3[C:5](=[N:6][CH:7]=[C:2]([C:25]4[CH:26]=[C:27]([O:31][CH3:32])[C:28]([O:29][CH3:30])=[C:23]([O:22][CH3:21])[CH:24]=4)[N:3]=3)[NH:8][CH:9]=2)=[O:12])[CH2:18][CH2:17][CH2:16][CH:15]([CH3:19])[CH2:14]1, predict the reactants needed to synthesize it. The reactants are: Br[C:2]1[N:3]=[C:4]2[C:10]([C:11]([C:13]3([CH3:20])[CH2:18][CH2:17][CH2:16][CH:15]([CH3:19])[CH2:14]3)=[O:12])=[CH:9][NH:8][C:5]2=[N:6][CH:7]=1.[CH3:21][O:22][C:23]1[CH:24]=[C:25](B(O)O)[CH:26]=[C:27]([O:31][CH3:32])[C:28]=1[O:29][CH3:30]. (4) The reactants are: [CH2:1]([N:8]1[C:16]2[C:11](=[CH:12][CH:13]=[C:14]([C:17]3[CH:22]=[CH:21][C:20]([O:23]C)=[CH:19][CH:18]=3)[CH:15]=2)[C:10]([CH3:25])=[C:9]1[C:26]1[CH:31]=[CH:30][CH:29]=[CH:28][CH:27]=1)[C:2]1[CH:7]=[CH:6][CH:5]=[CH:4][CH:3]=1.B(Br)(Br)Br. Given the product [CH2:1]([N:8]1[C:16]2[C:11](=[CH:12][CH:13]=[C:14]([C:17]3[CH:22]=[CH:21][C:20]([OH:23])=[CH:19][CH:18]=3)[CH:15]=2)[C:10]([CH3:25])=[C:9]1[C:26]1[CH:31]=[CH:30][CH:29]=[CH:28][CH:27]=1)[C:2]1[CH:3]=[CH:4][CH:5]=[CH:6][CH:7]=1, predict the reactants needed to synthesize it. (5) The reactants are: CON(C)[C:4]([C:6]1[C:14]2[C:9](=[CH:10][CH:11]=[C:12]([N+:15]([O-:17])=[O:16])[CH:13]=2)[N:8]([CH2:18][O:19][CH2:20][CH2:21][Si:22]([CH3:25])([CH3:24])[CH3:23])[N:7]=1)=[O:5].[H-].C([Al+]CC(C)C)C(C)C.C(O)(=O)C. Given the product [N+:15]([C:12]1[CH:13]=[C:14]2[C:9](=[CH:10][CH:11]=1)[N:8]([CH2:18][O:19][CH2:20][CH2:21][Si:22]([CH3:23])([CH3:25])[CH3:24])[N:7]=[C:6]2[CH:4]=[O:5])([O-:17])=[O:16], predict the reactants needed to synthesize it. (6) The reactants are: [NH:1]1[CH2:6][CH2:5][CH2:4][C@@H:3]([NH:7][C:8]2[CH:18]=[CH:17][C:11]([C:12]([O:14][CH2:15][CH3:16])=[O:13])=[CH:10][N:9]=2)[CH2:2]1.[C:19](O[C:19]([O:21][C:22]([CH3:25])([CH3:24])[CH3:23])=[O:20])([O:21][C:22]([CH3:25])([CH3:24])[CH3:23])=[O:20]. Given the product [C:22]([O:21][C:19]([N:1]1[CH2:6][CH2:5][CH2:4][C@@H:3]([NH:7][C:8]2[CH:18]=[CH:17][C:11]([C:12]([O:14][CH2:15][CH3:16])=[O:13])=[CH:10][N:9]=2)[CH2:2]1)=[O:20])([CH3:25])([CH3:24])[CH3:23], predict the reactants needed to synthesize it. (7) Given the product [Cl:17][C:18]1[C:19]([O:57][CH2:56][CH:53]2[CH2:52][CH2:51][C:50]3([CH2:49][CH2:48][CH2:47]3)[CH2:55][CH2:54]2)=[CH:20][C:21]([F:33])=[C:22]([CH:32]=1)[C:23]([NH:25][S:26](=[O:31])(=[O:30])[N:27]([CH3:29])[CH3:28])=[O:24], predict the reactants needed to synthesize it. The reactants are: ClC1C(F)=CC(F)=C(C=1)C(NS(C)(=O)=O)=O.[Cl:17][C:18]1[C:19](F)=[CH:20][C:21]([F:33])=[C:22]([CH:32]=1)[C:23]([NH:25][S:26](=[O:31])(=[O:30])[N:27]([CH3:29])[CH3:28])=[O:24].C12(CO)CC3CC(CC(C3)C1)C2.[CH2:47]1[C:50]2([CH2:55][CH2:54][CH:53]([CH2:56][OH:57])[CH2:52][CH2:51]2)[CH2:49][CH2:48]1.